Predict the product of the given reaction. From a dataset of Forward reaction prediction with 1.9M reactions from USPTO patents (1976-2016). (1) Given the reactants [CH3:1][C:2]([C:6]1[NH:7][C:8]2[C:13]([CH:14]=1)=[CH:12][C:11]([N+:15]([O-])=O)=[CH:10][CH:9]=2)([CH3:5])[CH2:3][OH:4].O.O.[Sn](Cl)(Cl)(Cl)Cl, predict the reaction product. The product is: [NH2:15][C:11]1[CH:12]=[C:13]2[C:8](=[CH:9][CH:10]=1)[NH:7][C:6]([C:2]([CH3:5])([CH3:1])[CH2:3][OH:4])=[CH:14]2. (2) Given the reactants [C:1]([C:5]1[CH:6]=[C:7]([CH3:10])[CH2:8][CH:9]=1)([CH3:4])([CH3:3])[CH3:2].C([Li])CCC.CCCCCC.CN(C)P(N(C)C)(N(C)C)=O.[C:33]([C:41]1[CH:46]=[CH:45][CH:44]=[CH:43][CH:42]=1)(=O)[C:34]1[CH:39]=[CH:38][CH:37]=[CH:36][CH:35]=1.Cl, predict the reaction product. The product is: [C:1]([C:5]1[CH:6]=[C:7]([CH3:10])[C:8](=[C:33]([C:41]2[CH:46]=[CH:45][CH:44]=[CH:43][CH:42]=2)[C:34]2[CH:39]=[CH:38][CH:37]=[CH:36][CH:35]=2)[CH:9]=1)([CH3:4])([CH3:3])[CH3:2].